From a dataset of Full USPTO retrosynthesis dataset with 1.9M reactions from patents (1976-2016). Predict the reactants needed to synthesize the given product. (1) Given the product [CH3:1][O:2][CH2:3][CH2:4][CH2:5][S:6]([C:9]1[CH:10]=[CH:11][C:12]([CH:15]([C:16]2[NH:39][C:33]([C:28]3[CH:29]=[CH:30][CH:31]=[CH:32][N:27]=3)=[CH:18][CH:17]=2)[CH2:20][CH:21]2[CH2:26][CH2:25][O:24][CH2:23][CH2:22]2)=[CH:13][CH:14]=1)(=[O:8])=[O:7], predict the reactants needed to synthesize it. The reactants are: [CH3:1][O:2][CH2:3][CH2:4][CH2:5][S:6]([C:9]1[CH:14]=[CH:13][C:12]([CH:15]([CH2:20][CH:21]2[CH2:26][CH2:25][O:24][CH2:23][CH2:22]2)[C:16](=O)[CH:17]=[CH2:18])=[CH:11][CH:10]=1)(=[O:8])=[O:7].[N:27]1[CH:32]=[CH:31][CH:30]=[CH:29][C:28]=1[CH:33]=O.C([O-])(=O)C.[NH4+:39].C(=O)([O-])O.[Na+]. (2) Given the product [CH2:9]([O:11][C:12](=[O:44])[C:13]([NH:37][C:38]([O:40][CH2:41][CH:42]=[CH2:43])=[O:39])([CH2:19][C:20]1[O:24][N:23]=[C:22]([CH:25]2[CH2:29][CH2:28][CH2:27][N:26]2[C:30]([O:32][C:33]([CH3:35])([CH3:36])[CH3:34])=[O:31])[CH:21]=1)[C:14]([OH:16])=[O:15])[CH3:10], predict the reactants needed to synthesize it. The reactants are: [OH-].[Na+].O1CCOCC1.[CH2:9]([O:11][C:12](=[O:44])[C:13]([NH:37][C:38]([O:40][CH2:41][CH:42]=[CH2:43])=[O:39])([CH2:19][C:20]1[O:24][N:23]=[C:22]([CH:25]2[CH2:29][CH2:28][CH2:27][N:26]2[C:30]([O:32][C:33]([CH3:36])([CH3:35])[CH3:34])=[O:31])[CH:21]=1)[C:14]([O:16]CC)=[O:15])[CH3:10]. (3) Given the product [OH:28][C:22]1[C:23]2[CH2:5][CH2:6][C@:2]([OH:1])([C@@H:3]([OH:4])[CH3:8])[CH2:9][C:10]=2[C:11]([OH:27])=[C:12]2[C:21]=1[C:20](=[O:25])[C:19]1[CH:18]=[CH:17][CH:16]=[CH:15][C:14]=1[C:13]2=[O:26], predict the reactants needed to synthesize it. The reactants are: [OH:1][C@@:2]1([CH2:9][C:10]2[CH:23]=[C:22](O)[C:21]3[C:20](=[O:25])[C:19]4[C:14](=[CH:15][CH:16]=[CH:17][CH:18]=4)[C:13](=[O:26])[C:12]=3[C:11]=2[OH:27])[CH2:6][CH:5](O)[O:4][C@H:3]1[CH3:8].[OH-:28].[Na+].[O-]S(S([O-])=O)=O.[Na+].[Na+]. (4) The reactants are: [Br:1][C:2]1[CH:3]=[C:4]([CH3:10])[C:5]([CH3:9])=[C:6]([CH:8]=1)N.N([O-])=[O:12].[Na+]. Given the product [Br:1][C:2]1[CH:3]=[C:4]([CH3:10])[C:5]([CH3:9])=[C:6]([OH:12])[CH:8]=1, predict the reactants needed to synthesize it. (5) Given the product [Cl:1][C:2]1[CH:18]=[CH:17][C:5]2[C:6](=[O:16])[C:7]3[CH:14]=[CH:13][C:12]([O:15][CH2:25][C@H:23]4[CH2:22][O:21][C:20]([CH3:37])([CH3:19])[O:24]4)=[CH:11][C:8]=3[CH2:9][CH2:10][C:4]=2[CH:3]=1, predict the reactants needed to synthesize it. The reactants are: [Cl:1][C:2]1[CH:18]=[CH:17][C:5]2[C:6](=[O:16])[C:7]3[CH:14]=[CH:13][C:12]([OH:15])=[CH:11][C:8]=3[CH2:9][CH2:10][C:4]=2[CH:3]=1.[CH3:19][C:20]1([CH3:37])[O:24][C@@H:23]([CH2:25]OS(C2C=CC(C)=CC=2)(=O)=O)[CH2:22][O:21]1.C([O-])([O-])=O.[K+].[K+]. (6) Given the product [NH:26]1[C:27]2[C:32](=[CH:31][CH:30]=[CH:29][CH:28]=2)[CH:33]=[C:25]1[C:23]1[N:16]2[C:17]([CH:18]=[N:19][C:14]([NH:13][C:5]3[CH:4]=[C:3]([O:2][CH3:1])[C:8]([O:9][CH3:10])=[C:7]([O:11][CH3:12])[CH:6]=3)=[N:15]2)=[C:20]([CH3:21])[N:22]=1, predict the reactants needed to synthesize it. The reactants are: [CH3:1][O:2][C:3]1[CH:4]=[C:5]([NH:13][C:14]2[N:15]=[N:16][C:17]([CH:20]([NH:22][C:23]([C:25]3[NH:26][C:27]4[C:32]([CH:33]=3)=[CH:31][CH:30]=[CH:29][CH:28]=4)=O)[CH3:21])=[CH:18][N:19]=2)[CH:6]=[C:7]([O:11][CH3:12])[C:8]=1[O:9][CH3:10].N1C=NC=N1.P(Cl)(Cl)(Cl)=O. (7) The reactants are: C([O:3][C:4](=[O:31])[CH2:5][N:6]1[C:14]2[C:9](=[CH:10][CH:11]=[C:12]([NH:15][C:16]3[CH:21]=[CH:20][CH:19]=[CH:18][CH:17]=3)[CH:13]=2)[C:8]([NH:22][C:23]2[C:28]([CH3:29])=[CH:27][CH:26]=[CH:25][C:24]=2[CH3:30])=[N:7]1)C.[OH-].[Na+]. Given the product [CH3:30][C:24]1[CH:25]=[CH:26][CH:27]=[C:28]([CH3:29])[C:23]=1[NH:22][C:8]1[C:9]2[C:14](=[CH:13][C:12]([NH:15][C:16]3[CH:17]=[CH:18][CH:19]=[CH:20][CH:21]=3)=[CH:11][CH:10]=2)[N:6]([CH2:5][C:4]([OH:31])=[O:3])[N:7]=1, predict the reactants needed to synthesize it. (8) Given the product [Cl:1][C:2]1[CH:26]=[CH:25][CH:24]=[C:23]([Cl:27])[C:3]=1[C:4]([NH:6][CH2:7][C:8]1[CH:13]=[CH:12][C:11]([C:14]2[CH:19]=[CH:18][N:17]([CH2:20][O:46][P:39](=[O:40])([O:38][C:34]([CH3:37])([CH3:36])[CH3:35])[O:41][C:42]([CH3:43])([CH3:44])[CH3:45])[C:16](=[O:22])[CH:15]=2)=[CH:10][CH:9]=1)=[O:5], predict the reactants needed to synthesize it. The reactants are: [Cl:1][C:2]1[CH:26]=[CH:25][CH:24]=[C:23]([Cl:27])[C:3]=1[C:4]([NH:6][CH2:7][C:8]1[CH:13]=[CH:12][C:11]([C:14]2[CH:19]=[CH:18][N:17]([CH2:20]Cl)[C:16](=[O:22])[CH:15]=2)=[CH:10][CH:9]=1)=[O:5].C(=O)([O-])[O-].[K+].[K+].[C:34]([O:38][P:39]([O-:46])([O:41][C:42]([CH3:45])([CH3:44])[CH3:43])=[O:40])([CH3:37])([CH3:36])[CH3:35].[K+].C(OCC)(=O)C. (9) Given the product [C:1]([O:5][C:6](=[O:27])[NH:7][CH2:8][CH2:9][C:10]([C:11]1[CH:16]=[CH:15][C:14]([Cl:17])=[CH:13][C:12]=1[C:18](=[O:26])[C:19]1[CH:24]=[CH:23][CH:22]=[CH:21][C:20]=1[F:25])=[O:29])([CH3:4])([CH3:2])[CH3:3], predict the reactants needed to synthesize it. The reactants are: [C:1]([O:5][C:6](=[O:27])[NH:7][CH2:8][C:9]#[C:10][C:11]1[CH:16]=[CH:15][C:14]([Cl:17])=[CH:13][C:12]=1[C:18](=[O:26])[C:19]1[CH:24]=[CH:23][CH:22]=[CH:21][C:20]=1[F:25])([CH3:4])([CH3:3])[CH3:2].C(O)=[O:29].